From a dataset of Peptide-MHC class II binding affinity with 134,281 pairs from IEDB. Regression. Given a peptide amino acid sequence and an MHC pseudo amino acid sequence, predict their binding affinity value. This is MHC class II binding data. (1) The binding affinity (normalized) is 0.859. The peptide sequence is EKKYFWATQFEPLAA. The MHC is DRB1_0101 with pseudo-sequence DRB1_0101. (2) The binding affinity (normalized) is 0.433. The peptide sequence is GGRSLTTLLRALGAQ. The MHC is DRB4_0101 with pseudo-sequence DRB4_0103. (3) The peptide sequence is ATVATAPEVKYTVFE. The MHC is DRB3_0101 with pseudo-sequence DRB3_0101. The binding affinity (normalized) is 0.0251. (4) The peptide sequence is IQAEFYLNPDQSGEFMFD. The MHC is DRB1_1201 with pseudo-sequence DRB1_1201. The binding affinity (normalized) is 0.337. (5) The peptide sequence is NRQIMDNSAKYVEHD. The MHC is DRB4_0101 with pseudo-sequence DRB4_0103. The binding affinity (normalized) is 0.216. (6) The peptide sequence is RKLTELNAELSDK. The MHC is HLA-DQA10101-DQB10501 with pseudo-sequence HLA-DQA10101-DQB10501. The binding affinity (normalized) is 0.243.